This data is from Forward reaction prediction with 1.9M reactions from USPTO patents (1976-2016). The task is: Predict the product of the given reaction. (1) Given the reactants [Br:1][C:2]1[CH:7]=[C:6]([N+:8]([O-])=O)[C:5]([NH2:11])=[C:4]([N+:12]([O-:14])=[O:13])[CH:3]=1, predict the reaction product. The product is: [Br:1][C:2]1[CH:7]=[C:6]([NH2:8])[C:5]([NH2:11])=[C:4]([N+:12]([O-:14])=[O:13])[CH:3]=1. (2) Given the reactants Cl[C:2]1[C:11]2[C:6](=[CH:7][C:8]([O:14][CH3:15])=[C:9]([O:12][CH3:13])[CH:10]=2)[N:5]=[CH:4][CH:3]=1.[CH2:16]([C:23]1[CH:28]=[CH:27][CH:26]=[CH:25][C:24]=1[OH:29])[C:17]1[CH:22]=[CH:21][CH:20]=[CH:19][CH:18]=1.O, predict the reaction product. The product is: [CH2:16]([C:23]1[CH:28]=[CH:27][CH:26]=[CH:25][C:24]=1[O:29][C:2]1[C:11]2[C:6](=[CH:7][C:8]([O:14][CH3:15])=[C:9]([O:12][CH3:13])[CH:10]=2)[N:5]=[CH:4][CH:3]=1)[C:17]1[CH:18]=[CH:19][CH:20]=[CH:21][CH:22]=1. (3) Given the reactants CC(C)([O-])C.[K+].[Cl:7][C:8]1[CH:13]=[CH:12][C:11]([N+:14]([O-:16])=[O:15])=[CH:10][CH:9]=1.Cl[CH2:18][C:19]1[CH:24]=[CH:23][CH:22]=[CH:21][N:20]=1.[Cl-].[NH4+], predict the reaction product. The product is: [Cl:7][C:8]1[CH:13]=[CH:12][C:11]([N+:14]([O-:16])=[O:15])=[C:10]([CH:9]=1)[CH2:18][C:19]1[CH:24]=[CH:23][CH:22]=[CH:21][N:20]=1. (4) Given the reactants [CH3:1][C:2]1[C:10]([O:11][C@@H:12]2[CH2:17][CH2:16][CH2:15][C@H:14]([NH2:18])[CH2:13]2)=[CH:9][CH:8]=[C:7]2[C:3]=1[CH:4]=[N:5][N:6]2[CH:19]1[CH2:24][CH2:23][CH2:22][CH2:21][O:20]1.Br[CH2:26][CH2:27][CH2:28][CH2:29]Br.C(=O)([O-])[O-].[K+].[K+].O, predict the reaction product. The product is: [CH3:1][C:2]1[C:10]([O:11][C@H:12]2[CH2:17][CH2:16][CH2:15][C@@H:14]([N:18]3[CH2:29][CH2:28][CH2:27][CH2:26]3)[CH2:13]2)=[CH:9][CH:8]=[C:7]2[C:3]=1[CH:4]=[N:5][N:6]2[CH:19]1[CH2:24][CH2:23][CH2:22][CH2:21][O:20]1. (5) Given the reactants [CH2:1]([C@H:3]1[CH2:8][N:7]([CH:9]2[CH2:12][O:11][CH2:10]2)[CH2:6][CH2:5][N:4]1[C:13]1[CH:14]=[CH:15][C:16]([NH:19][C:20]2[C:21](=[O:36])[N:22]([CH3:35])[CH:23]=[C:24](B3OC(C)(C)C(C)(C)O3)[CH:25]=2)=[N:17][CH:18]=1)[CH3:2].Cl[C:38]1[C:43]([CH:44]=[O:45])=[C:42]([N:46]2[CH2:58][CH2:57][C:56]3[N:55]4[C:50]([CH2:51][CH2:52][CH2:53][CH2:54]4)=[CH:49][C:48]=3[C:47]2=[O:59])[N:41]=[CH:40][CH:39]=1.[O-]P([O-])([O-])=O.[K+].[K+].[K+].C([O-])(=O)C.[Na+], predict the reaction product. The product is: [CH2:1]([CH:3]1[CH2:8][N:7]([CH:9]2[CH2:10][O:11][CH2:12]2)[CH2:6][CH2:5][N:4]1[C:13]1[CH:14]=[CH:15][C:16]([NH:19][C:20]2[C:21](=[O:36])[N:22]([CH3:35])[CH:23]=[C:24]([C:38]3[C:43]([CH:44]=[O:45])=[C:42]([N:46]4[CH2:58][CH2:57][C:56]5[N:55]6[C:50]([CH2:51][CH2:52][CH2:53][CH2:54]6)=[CH:49][C:48]=5[C:47]4=[O:59])[N:41]=[CH:40][CH:39]=3)[CH:25]=2)=[N:17][CH:18]=1)[CH3:2]. (6) The product is: [CH3:48][C:16]([CH3:15])([C:34]1[CH:35]=[C:36]([C:44]([F:45])([F:46])[F:47])[CH:37]=[C:38]([C:40]([F:42])([F:41])[F:43])[CH:39]=1)[C:17]([NH:19][C@:20]1([C:28]2[CH:29]=[CH:30][CH:31]=[CH:32][CH:33]=2)[CH2:25][CH2:24][C@@H:23]([N:57]2[CH2:58][CH2:59][C:54]3([CH2:50][O:51][CH2:52][CH2:53]3)[CH2:55][CH2:56]2)[C@@H:22]([F:27])[CH2:21]1)=[O:18]. Given the reactants C(O[BH-](OC(=O)C)OC(=O)C)(=O)C.[Na+].[CH3:15][C:16]([CH3:48])([C:34]1[CH:39]=[C:38]([C:40]([F:43])([F:42])[F:41])[CH:37]=[C:36]([C:44]([F:47])([F:46])[F:45])[CH:35]=1)[C:17]([NH:19][C@:20]1([C:28]2[CH:33]=[CH:32][CH:31]=[CH:30][CH:29]=2)[CH2:25][CH2:24][C:23](=O)[C@@H:22]([F:27])[CH2:21]1)=[O:18].Cl.[CH2:50]1[C:54]2([CH2:59][CH2:58][NH:57][CH2:56][CH2:55]2)[CH2:53][CH2:52][O:51]1.C(N(CC)CC)C.[OH-].[Na+], predict the reaction product. (7) Given the reactants [Cl:1][C:2]1[C:3]([F:11])=[C:4]([CH:8]=[CH:9][CH:10]=1)[C:5](O)=[O:6].S(Cl)([Cl:14])=O, predict the reaction product. The product is: [Cl:1][C:2]1[C:3]([F:11])=[C:4]([CH:8]=[CH:9][CH:10]=1)[C:5]([Cl:14])=[O:6]. (8) Given the reactants [C:1]([O:5][C:6]([C:8]([CH3:23])([O:10][C:11]1[CH:16]=[CH:15][C:14]([CH2:17][CH2:18][CH2:19][C:20](O)=[O:21])=[CH:13][CH:12]=1)[CH3:9])=[O:7])([CH3:4])([CH3:3])[CH3:2].[CH3:24][C:25]1[C:30]([NH2:31])=[CH:29][CH:28]=[C:27]([C:32]2[CH:37]=[CH:36][C:35]([C:38]([F:41])([F:40])[F:39])=[CH:34][CH:33]=2)[N:26]=1, predict the reaction product. The product is: [C:1]([O:5][C:6](=[O:7])[C:8]([CH3:9])([O:10][C:11]1[CH:16]=[CH:15][C:14]([CH2:17][CH2:18][CH2:19][C:20](=[O:21])[NH:31][C:30]2[C:25]([CH3:24])=[N:26][C:27]([C:32]3[CH:37]=[CH:36][C:35]([C:38]([F:39])([F:41])[F:40])=[CH:34][CH:33]=3)=[CH:28][CH:29]=2)=[CH:13][CH:12]=1)[CH3:23])([CH3:3])([CH3:2])[CH3:4]. (9) The product is: [CH3:1][O:2][C:3](=[O:27])[C:4]1[CH:9]=[C:8]([O:10][CH3:11])[CH:7]=[CH:6][C:5]=1[NH:12][C:13]1[N:17]([C:18]2[CH:23]=[CH:22][CH:21]=[CH:20][C:19]=2[CH3:24])[N:16]=[C:15]([CH3:25])[C:14]=1[C:38]1[C:29]([Cl:28])=[C:30]2[C:35](=[CH:36][CH:37]=1)[N:34]=[CH:33][CH:32]=[N:31]2. Given the reactants [CH3:1][O:2][C:3](=[O:27])[C:4]1[CH:9]=[C:8]([O:10][CH3:11])[CH:7]=[CH:6][C:5]=1[NH:12][C:13]1[N:17]([C:18]2[CH:23]=[CH:22][CH:21]=[CH:20][C:19]=2[CH3:24])[N:16]=[C:15]([CH3:25])[C:14]=1Br.[Cl:28][C:29]1[C:38](B2OC(C)(C)C(C)(C)O2)=[CH:37][CH:36]=[C:35]2[C:30]=1[N:31]=[CH:32][CH:33]=[N:34]2.C(=O)([O-])[O-].[Na+].[Na+].O, predict the reaction product. (10) Given the reactants [CH2:1]([O:3][C:4](=[O:15])[C:5]1[CH:10]=[CH:9][C:8](F)=[C:7]([N+:12]([O-:14])=[O:13])[CH:6]=1)[CH3:2].CN(C=O)C.C(=O)([O-])[O-].[K+].[K+].[NH2:27][CH:28]([CH2:31][CH3:32])[CH2:29][CH3:30], predict the reaction product. The product is: [CH2:1]([O:3][C:4](=[O:15])[C:5]1[CH:10]=[CH:9][C:8]([NH:27][CH:28]([CH2:31][CH3:32])[CH2:29][CH3:30])=[C:7]([N+:12]([O-:14])=[O:13])[CH:6]=1)[CH3:2].